This data is from Catalyst prediction with 721,799 reactions and 888 catalyst types from USPTO. The task is: Predict which catalyst facilitates the given reaction. (1) Reactant: [F:1][C:2]1[CH:7]=[CH:6][CH:5]=[C:4]([F:8])[C:3]=1[N:9]1[C:14]2[N:15]=[C:16](S(C)(=O)=O)[N:17]=[C:18]([C:19]3[CH:20]=[C:21]([CH:26]=[CH:27][C:28]=3[CH3:29])[C:22]([NH:24][CH3:25])=[O:23])[C:13]=2[CH2:12][NH:11][C:10]1=[O:34].NCCCNC(C)C. Product: [NH4+:9].[OH-:23].[F:1][C:2]1[CH:7]=[CH:6][CH:5]=[C:4]([F:8])[C:3]=1[N:9]1[C:14]2[N:15]=[CH:16][N:17]=[C:18]([C:19]3[CH:20]=[C:21]([CH:26]=[CH:27][C:28]=3[CH3:29])[C:22]([NH:24][CH3:25])=[O:23])[C:13]=2[CH2:12][NH:11][C:10]1=[O:34]. The catalyst class is: 1. (2) Reactant: [CH3:1][S:2][C:3]1[N:8]=[C:7]([CH2:9][C:10]([C:12]2[CH:19]=[CH:18][C:15]([C:16]#[N:17])=[CH:14][CH:13]=2)=[O:11])[CH:6]=[CH:5][N:4]=1.[H-].[Na+].[Br:22][C:23]1[CH:28]=[CH:27][C:26]([N+:29]([O-:31])=[O:30])=[C:25](F)[CH:24]=1. Product: [Br:22][C:23]1[CH:24]=[CH:25][C:26]([N+:29]([O-:31])=[O:30])=[C:27]([CH:9]([C:7]2[CH:6]=[CH:5][N:4]=[C:3]([S:2][CH3:1])[N:8]=2)[C:10]([C:12]2[CH:13]=[CH:14][C:15]([C:16]#[N:17])=[CH:18][CH:19]=2)=[O:11])[CH:28]=1. The catalyst class is: 16. (3) Reactant: O.S.[Na].[N+:4]([C:7]1[CH:8]=[C:9]([S:16]([NH2:19])(=[O:18])=[O:17])[CH:10]=[C:11]([N+:13]([O-:15])=[O:14])[CH:12]=1)([O-])=O. Product: [NH2:4][C:7]1[CH:8]=[C:9]([S:16]([NH2:19])(=[O:18])=[O:17])[CH:10]=[C:11]([N+:13]([O-:15])=[O:14])[CH:12]=1. The catalyst class is: 5.